From a dataset of Forward reaction prediction with 1.9M reactions from USPTO patents (1976-2016). Predict the product of the given reaction. Given the reactants Br[C:2]1[CH:11]=[CH:10][C:5]([C:6]([O:8][CH3:9])=[O:7])=[C:4]([O:12][CH2:13][CH:14]([CH3:16])[CH3:15])[CH:3]=1.[B:17]1(B2OC(C)(C)C(C)(C)O2)[O:21]C(C)(C)C(C)(C)[O:18]1.C([O-])(=O)C.[K+].C(OCC)(=O)C, predict the reaction product. The product is: [CH2:13]([O:12][C:4]1[CH:3]=[C:2]([B:17]([OH:21])[OH:18])[CH:11]=[CH:10][C:5]=1[C:6]([O:8][CH3:9])=[O:7])[CH:14]([CH3:16])[CH3:15].